This data is from Catalyst prediction with 721,799 reactions and 888 catalyst types from USPTO. The task is: Predict which catalyst facilitates the given reaction. (1) Reactant: [NH:1]([C:17]([O:19][C:20]([CH3:23])([CH3:22])[CH3:21])=[O:18])[C@H:2]([C:4]([NH:6][C@H:7]([C:9]([NH:11][C@H:12]([C:14]([OH:16])=O)[CH3:13])=[O:10])[CH3:8])=[O:5])[CH3:3].[NH2:24][CH2:25][CH2:26][CH2:27][OH:28].C1COCC1. Product: [NH:1]([C:17]([O:19][C:20]([CH3:23])([CH3:22])[CH3:21])=[O:18])[C@H:2]([C:4]([NH:6][C@H:7]([C:9]([NH:11][C@H:12]([C:14]([NH:24][CH2:25][CH2:26][CH2:27][OH:28])=[O:16])[CH3:13])=[O:10])[CH3:8])=[O:5])[CH3:3]. The catalyst class is: 3. (2) Reactant: [I:1][CH2:2][CH:3]1[O:7][C:6](=[O:8])[CH:5]([NH:9]C(=O)OC(C)(C)C)[C:4]1([CH3:18])[CH3:17].[F:19][C:20]([F:25])([F:24])[C:21]([OH:23])=[O:22]. Product: [F:19][C:20]([F:25])([F:24])[C:21]([OH:23])=[O:22].[NH2:9][CH:5]1[C:4]([CH3:17])([CH3:18])[CH:3]([CH2:2][I:1])[O:7][C:6]1=[O:8]. The catalyst class is: 2. (3) Reactant: [CH2:1]([N:8]1[C:13](=[O:14])[C:12]2[CH2:15][CH2:16][CH2:17][C:11]=2[N:10]=[C:9]1[CH2:18][CH2:19][CH3:20])[C:2]1[CH:7]=[CH:6][CH:5]=[CH:4][CH:3]=1.[Br:21]Br. Product: [CH2:1]([N:8]1[C:13](=[O:14])[C:12]2[CH2:15][CH2:16][CH2:17][C:11]=2[N:10]=[C:9]1[CH:18]([Br:21])[CH2:19][CH3:20])[C:2]1[CH:3]=[CH:4][CH:5]=[CH:6][CH:7]=1. The catalyst class is: 52. (4) Product: [Br:1][C:2]1[C:7](=[N:27][OH:28])[CH2:6][CH2:5][CH2:4][C:10]=1[O:11][CH3:12]. The catalyst class is: 5. Reactant: [Br:1][C:2]1C(=O)[CH2:4][CH2:5][CH2:6][C:7]=1O.[CH:10](OC)(OC)[O:11][CH3:12].S(=O)(=O)(O)O.S(O)(O)(=O)=O.[NH2:27][OH:28].C(=O)(O)[O-].[Na+]. (5) Reactant: [C:1]([O:5][C:6]([N:8]=[C:9]([NH:14][C:15]([O:17][C:18]([CH3:21])([CH3:20])[CH3:19])=[O:16])[NH:10][CH2:11][C:12]#[CH:13])=[O:7])([CH3:4])([CH3:3])[CH3:2].[CH2:22]([O:29][N:30]1[C:36](=[O:37])[N:35]2[CH2:38][C@H:31]1[CH2:32][CH2:33][C@H:34]2[C:39](Cl)=[N:40][OH:41])[C:23]1[CH:28]=[CH:27][CH:26]=[CH:25][CH:24]=1. Product: [CH2:22]([O:29][N:30]1[C:36](=[O:37])[N:35]2[CH2:38][C@H:31]1[CH2:32][CH2:33][C@H:34]2[C:39]1[CH:13]=[C:12]([CH2:11][NH:10][C:9]([NH:14][C:15]([O:17][C:18]([CH3:21])([CH3:20])[CH3:19])=[O:16])=[N:8][C:6]([O:5][C:1]([CH3:3])([CH3:4])[CH3:2])=[O:7])[O:41][N:40]=1)[C:23]1[CH:24]=[CH:25][CH:26]=[CH:27][CH:28]=1. The catalyst class is: 2. (6) Reactant: N1C=CN=C1.[C:6]([Si:10]([CH3:13])([CH3:12])Cl)([CH3:9])([CH3:8])[CH3:7].[CH3:14][C:15]([CH3:21])([CH2:18][C:19]#[CH:20])[CH2:16][OH:17]. Product: [C:6]([Si:10]([O:17][CH2:16][C:15]([CH3:21])([CH3:14])[CH2:18][C:19]#[CH:20])([CH3:13])[CH3:12])([CH3:9])([CH3:8])[CH3:7]. The catalyst class is: 3. (7) Reactant: Cl[C:2]1[CH:7]=[CH:6][C:5]([N+:8]([O-:10])=[O:9])=[C:4]([O:11][CH3:12])[CH:3]=1.[N:13]1[CH:18]=[CH:17][CH:16]=[C:15](B(O)O)[CH:14]=1.C([O-])([O-])=O.[Na+].[Na+]. Product: [CH3:12][O:11][C:4]1[CH:3]=[C:2]([C:15]2[CH:14]=[N:13][CH:18]=[CH:17][CH:16]=2)[CH:7]=[CH:6][C:5]=1[N+:8]([O-:10])=[O:9]. The catalyst class is: 189. (8) Reactant: [OH:1][C:2]1[CH:9]=[CH:8][C:5]([C:6]#[N:7])=[CH:4][C:3]=1[CH2:10][CH2:11][CH3:12].Br[CH2:14][CH2:15][CH2:16][O:17][C:18]1[CH:19]=[C:20]2[C:24](=[CH:25][CH:26]=1)[C@H:23]([CH2:27][C:28]([O:30][CH2:31][CH3:32])=[O:29])[CH2:22][CH2:21]2.C([O-])([O-])=O.[Cs+].[Cs+]. Product: [C:6]([C:5]1[CH:8]=[CH:9][C:2]([O:1][CH2:14][CH2:15][CH2:16][O:17][C:18]2[CH:19]=[C:20]3[C:24](=[CH:25][CH:26]=2)[C@H:23]([CH2:27][C:28]([O:30][CH2:31][CH3:32])=[O:29])[CH2:22][CH2:21]3)=[C:3]([CH2:10][CH2:11][CH3:12])[CH:4]=1)#[N:7]. The catalyst class is: 18. (9) The catalyst class is: 281. Product: [CH:1]1([C:4]2[CH:5]=[N:6][C:7]([NH:17][C:18]3[CH:26]=[CH:25][CH:24]=[C:23]4[C:19]=3[CH:20]=[CH:21][N:22]4[CH2:27][CH:28]3[CH2:32][CH2:31][O:30][CH2:29]3)=[C:8]([CH:16]=2)[C:9]([OH:11])=[O:10])[CH2:2][CH2:3]1. Reactant: [CH:1]1([C:4]2[CH:5]=[N:6][C:7]([NH:17][C:18]3[CH:26]=[CH:25][CH:24]=[C:23]4[C:19]=3[CH:20]=[CH:21][N:22]4[CH2:27][CH:28]3[CH2:32][CH2:31][O:30][CH2:29]3)=[C:8]([CH:16]=2)[C:9]([O:11]C(C)(C)C)=[O:10])[CH2:3][CH2:2]1.